Dataset: Peptide-MHC class II binding affinity with 134,281 pairs from IEDB. Task: Regression. Given a peptide amino acid sequence and an MHC pseudo amino acid sequence, predict their binding affinity value. This is MHC class II binding data. (1) The peptide sequence is HLGKLELDFNYCEGT. The MHC is DRB3_0101 with pseudo-sequence DRB3_0101. The binding affinity (normalized) is 0.606. (2) The peptide sequence is TNSHNDDALLKNYGL. The MHC is DRB1_0101 with pseudo-sequence DRB1_0101. The binding affinity (normalized) is 0.103. (3) The peptide sequence is WIEAEGPEYW. The MHC is HLA-DQA10501-DQB10201 with pseudo-sequence HLA-DQA10501-DQB10201. The binding affinity (normalized) is 0.506. (4) The peptide sequence is PPTATISGLKPGVDY. The MHC is DRB1_0101 with pseudo-sequence DRB1_0101. The binding affinity (normalized) is 0.404.